From a dataset of Reaction yield outcomes from USPTO patents with 853,638 reactions. Predict the reaction yield, written as a fraction of the theoretical maximum amount of product (1.0 means a 100% yield; for example, 0.34 means a 34% yield). (1) The reactants are [C:1]1([C:8]2[CH:13]=[CH:12][CH:11]=[CH:10][CH:9]=2)[CH:6]=[CH:5][C:4]([NH2:7])=[CH:3][CH:2]=1.[CH:14]1[CH:19]=[CH:18][C:17]([O:20][C:21](OC2C=CC=CC=2)=[N:22][C:23]#[N:24])=[CH:16][CH:15]=1. The catalyst is C(#N)C. The product is [C:1]1([C:8]2[CH:13]=[CH:12][CH:11]=[CH:10][CH:9]=2)[CH:2]=[CH:3][C:4]([NH:7]/[C:21](=[N:22]/[C:23]#[N:24])/[O:20][C:17]2[CH:18]=[CH:19][CH:14]=[CH:15][CH:16]=2)=[CH:5][CH:6]=1. The yield is 0.430. (2) The product is [OH:3][CH:2]([CH3:4])[C:1]([O:6][CH2:14][C:15]([C:17]1[CH:22]=[CH:21][C:20]([CH2:23][CH2:24][CH2:25][CH2:26][CH2:27][CH2:28][CH2:29][CH2:30][CH2:31][CH2:32][CH2:33][CH3:34])=[CH:19][CH:18]=1)=[O:16])=[O:5]. The catalyst is CCO.CN(C=O)C.CCOC(C)=O. The yield is 0.700. The reactants are [C:1]([OH:6])(=[O:5])[CH:2]([CH3:4])[OH:3].C([O-])([O-])=O.[Cs+].[Cs+].Br[CH2:14][C:15]([C:17]1[CH:22]=[CH:21][C:20]([CH2:23][CH2:24][CH2:25][CH2:26][CH2:27][CH2:28][CH2:29][CH2:30][CH2:31][CH2:32][CH2:33][CH3:34])=[CH:19][CH:18]=1)=[O:16]. (3) The reactants are [F:1][C:2]1[CH:7]=[CH:6][C:5]([C:8]2[C:19](=[O:20])[N:18]([CH3:21])[C:11]3[N:12]=[C:13](SC)[N:14]=[CH:15][C:10]=3[CH:9]=2)=[CH:4][C:3]=1[NH:22][C:23]([NH:25][C:26]1[O:30][N:29]=[C:28]([CH:31]([CH3:33])[CH3:32])[CH:27]=1)=[O:24].[NH2:34][C@H:35]([CH2:37][OH:38])[CH3:36]. No catalyst specified. The product is [F:1][C:2]1[CH:7]=[CH:6][C:5]([C:8]2[C:19](=[O:20])[N:18]([CH3:21])[C:11]3[N:12]=[C:13]([NH:34][C@@H:35]([CH3:36])[CH2:37][OH:38])[N:14]=[CH:15][C:10]=3[CH:9]=2)=[CH:4][C:3]=1[NH:22][C:23]([NH:25][C:26]1[O:30][N:29]=[C:28]([CH:31]([CH3:33])[CH3:32])[CH:27]=1)=[O:24]. The yield is 0.510. (4) The reactants are [CH3:1][C:2]1([CH3:13])[CH:11]([NH2:12])[CH2:10][CH2:9][C:4]2([O:8][CH2:7][CH2:6][O:5]2)[CH2:3]1.C(N(CC)CC)C.[CH:21]1[CH:26]=[CH:25][C:24]([CH2:27][O:28][C:29](Cl)=[O:30])=[CH:23][CH:22]=1. The catalyst is C1(C)C=CC=CC=1.ClCCl. The product is [CH3:1][C:2]1([CH3:13])[CH:11]([NH:12][C:29](=[O:30])[O:28][CH2:27][C:24]2[CH:25]=[CH:26][CH:21]=[CH:22][CH:23]=2)[CH2:10][CH2:9][C:4]2([O:5][CH2:6][CH2:7][O:8]2)[CH2:3]1. The yield is 0.340. (5) The reactants are [Br:1][C:2]1[C:3](F)=[C:4]2[C:10]([NH:11][C:12](=[O:15])[CH2:13][OH:14])=[CH:9][NH:8][C:5]2=[N:6][CH:7]=1.[NH:17]1[CH2:21][CH2:20][C@@H:19]([NH:22][C:23](=[O:29])[O:24][C:25]([CH3:28])([CH3:27])[CH3:26])[CH2:18]1.CCN(C(C)C)C(C)C.CC#N.O. The catalyst is CCCCO. The product is [Br:1][C:2]1[C:3]([N:17]2[CH2:21][CH2:20][C@@H:19]([NH:22][C:23](=[O:29])[O:24][C:25]([CH3:27])([CH3:26])[CH3:28])[CH2:18]2)=[C:4]2[C:10]([NH:11][C:12](=[O:15])[CH2:13][OH:14])=[CH:9][NH:8][C:5]2=[N:6][CH:7]=1. The yield is 0.480.